Task: Predict which catalyst facilitates the given reaction.. Dataset: Catalyst prediction with 721,799 reactions and 888 catalyst types from USPTO (1) Reactant: [CH:1]([C:4]1[CH:9]=[CH:8][C:7]([CH:10]2[C:14]3[C:15]([CH3:30])=[C:16]([NH:21][C:22](=O)[O:23]CC(Cl)(Cl)Cl)[C:17]([CH3:20])=[C:18]([CH3:19])[C:13]=3[O:12][CH2:11]2)=[CH:6][CH:5]=1)([CH3:3])[CH3:2].[CH3:31][O:32][CH2:33][CH2:34][NH2:35]. Product: [CH:1]([C:4]1[CH:9]=[CH:8][C:7]([CH:10]2[C:14]3[C:15]([CH3:30])=[C:16]([NH:21][C:22]([NH:35][CH2:34][CH2:33][O:32][CH3:31])=[O:23])[C:17]([CH3:20])=[C:18]([CH3:19])[C:13]=3[O:12][CH2:11]2)=[CH:6][CH:5]=1)([CH3:3])[CH3:2]. The catalyst class is: 195. (2) Reactant: [S:1]=[C:2]1[NH:7][C:6]2[NH:8][C:9](=[O:11])[CH2:10][C:5]=2[C:4](=[O:12])[N:3]1[C:13]1[CH:18]=[CH:17][C:16]([O:19][CH2:20][C:21]([F:24])([F:23])[F:22])=[CH:15][CH:14]=1.C(=O)([O-])O.[Na+].I[CH2:31][CH2:32][CH3:33].C(#N)C. Product: [CH2:31]([S:1][C:2]1[N:3]([C:13]2[CH:14]=[CH:15][C:16]([O:19][CH2:20][C:21]([F:24])([F:23])[F:22])=[CH:17][CH:18]=2)[C:4](=[O:12])[C:5]2[CH2:10][C:9](=[O:11])[NH:8][C:6]=2[N:7]=1)[CH2:32][CH3:33]. The catalyst class is: 13. (3) Reactant: [CH2:1]([C:5]1[NH:9][C:8](=[O:10])[CH2:7][N:6]=1)[CH2:2][CH2:3][CH3:4].[NH:11]1[C:15]2=[N:16][CH:17]=[CH:18][CH:19]=[C:14]2[C:13]([CH:20]=O)=[CH:12]1.N1CCCCC1. Product: [CH2:1]([C:5]1[NH:9][C:8](=[O:10])/[C:7](=[CH:20]/[C:13]2[C:14]3[C:15](=[N:16][CH:17]=[CH:18][CH:19]=3)[NH:11][CH:12]=2)/[N:6]=1)[CH2:2][CH2:3][CH3:4]. The catalyst class is: 8. (4) Reactant: Cl.[Br:2][C:3]1[CH:20]=[CH:19][C:6]([CH2:7][N:8]2[CH2:12][CH2:11][C:10]3([CH2:17][CH2:16][NH:15][CH2:14][CH2:13]3)[C:9]2=[O:18])=[CH:5][CH:4]=1.CCN(C(C)C)C(C)C.Cl[CH2:31][CH2:32][C:33]([C:35]1[CH:40]=[CH:39][CH:38]=[CH:37][CH:36]=1)=[O:34].C([O-])(O)=O.[Na+]. Product: [Br:2][C:3]1[CH:4]=[CH:5][C:6]([CH2:7][N:8]2[CH2:12][CH2:11][C:10]3([CH2:13][CH2:14][N:15]([CH2:31][CH2:32][C:33](=[O:34])[C:35]4[CH:40]=[CH:39][CH:38]=[CH:37][CH:36]=4)[CH2:16][CH2:17]3)[C:9]2=[O:18])=[CH:19][CH:20]=1. The catalyst class is: 3.